From a dataset of TCR-epitope binding with 47,182 pairs between 192 epitopes and 23,139 TCRs. Binary Classification. Given a T-cell receptor sequence (or CDR3 region) and an epitope sequence, predict whether binding occurs between them. The epitope is KLWAQCVQL. The TCR CDR3 sequence is CASSQERGFYEQYF. Result: 1 (the TCR binds to the epitope).